Dataset: Forward reaction prediction with 1.9M reactions from USPTO patents (1976-2016). Task: Predict the product of the given reaction. (1) Given the reactants [F:1][C:2]1[C:7]([C:8]([F:11])([F:10])[F:9])=[CH:6][CH:5]=[CH:4][C:3]=1[N:12]=[C:13]=[O:14].[CH3:15][O:16][C:17]1[CH:18]=[C:19]([C@:25]23[CH2:33][N:32]([CH3:34])[CH2:31][C@H:30]2[CH2:29][C@@H:28]([NH2:35])[CH2:27][CH2:26]3)[CH:20]=[CH:21][C:22]=1[O:23][CH3:24], predict the reaction product. The product is: [C:22]([OH:23])(=[O:14])[CH3:21].[CH3:15][O:16][C:17]1[CH:18]=[C:19]([C@:25]23[CH2:33][N:32]([CH3:34])[CH2:31][C@H:30]2[CH2:29][C@@H:28]([NH:35][C:13]([NH:12][C:3]2[CH:4]=[CH:5][CH:6]=[C:7]([C:8]([F:11])([F:10])[F:9])[C:2]=2[F:1])=[O:14])[CH2:27][CH2:26]3)[CH:20]=[CH:21][C:22]=1[O:23][CH3:24]. (2) Given the reactants [BH4-].[Na+].[Cl:3][C:4]1[CH:29]=[CH:28][C:7]([C:8]([C:10]2[CH:11]=[C:12]3[C:17](=[CH:18][CH:19]=2)[NH:16][C:15](=[O:20])[CH:14]=[C:13]3[O:21][C:22]2[CH:27]=[CH:26][CH:25]=[CH:24][CH:23]=2)=[O:9])=[CH:6][CH:5]=1.O, predict the reaction product. The product is: [Cl:3][C:4]1[CH:5]=[CH:6][C:7]([CH:8]([OH:9])[C:10]2[CH:11]=[C:12]3[C:17](=[CH:18][CH:19]=2)[NH:16][C:15](=[O:20])[CH:14]=[C:13]3[O:21][C:22]2[CH:23]=[CH:24][CH:25]=[CH:26][CH:27]=2)=[CH:28][CH:29]=1. (3) Given the reactants C(O[C:6]([N:8]1[CH2:15][C:14](=[CH2:16])[CH2:13][C@H:9]1[C:10]([OH:12])=O)=[O:7])(C)(C)C.[C:17]1([CH:23]([C:27]2[CH:32]=[CH:31][CH:30]=[CH:29][CH:28]=2)C(Cl)=O)[CH:22]=[CH:21][CH:20]=[CH:19][CH:18]=1.[CH2:33]([N:35]1[C:47]2[CH:46]=[CH:45][C:44]([NH2:48])=[CH:43][C:42]=2[C:41]2[C:36]1=[CH:37][CH:38]=[CH:39][CH:40]=2)[CH3:34], predict the reaction product. The product is: [C:27]1([CH:23]([C:17]2[CH:18]=[CH:19][CH:20]=[CH:21][CH:22]=2)[C:6]([N:8]2[CH2:15][C:14](=[CH2:16])[CH2:13][C@H:9]2[C:10]([NH:48][C:44]2[CH:45]=[CH:46][C:47]3[N:35]([CH2:33][CH3:34])[C:36]4[C:41]([C:42]=3[CH:43]=2)=[CH:40][CH:39]=[CH:38][CH:37]=4)=[O:12])=[O:7])[CH:28]=[CH:29][CH:30]=[CH:31][CH:32]=1.